This data is from Catalyst prediction with 721,799 reactions and 888 catalyst types from USPTO. The task is: Predict which catalyst facilitates the given reaction. (1) Reactant: C([O:8][C:9]1[CH:14]=[CH:13][C:12]([CH2:15][CH:16]([CH2:22][CH2:23][CH3:24])[C:17]([O:19][CH2:20][CH3:21])=[O:18])=[CH:11][CH:10]=1)C1C=CC=CC=1. Product: [OH:8][C:9]1[CH:10]=[CH:11][C:12]([CH2:15][CH:16]([CH2:22][CH2:23][CH3:24])[C:17]([O:19][CH2:20][CH3:21])=[O:18])=[CH:13][CH:14]=1. The catalyst class is: 45. (2) Reactant: C(OC([N:8](CC1C=CC(OC)=CC=1)[C:9]1[CH:14]=[C:13]([CH2:15][C@H:16]2[C:19](=[O:20])[N:18]([C:21](=[O:31])[NH:22][C@@H:23]([CH:25]3[CH2:30][CH2:29][CH2:28][CH2:27][CH2:26]3)[CH3:24])[C@@H:17]2[C:32]([OH:34])=[O:33])[CH:12]=[CH:11][N:10]=1)=O)(C)(C)C.[C:44]([OH:50])([C:46]([F:49])([F:48])[F:47])=[O:45]. Product: [F:47][C:46]([F:49])([F:48])[C:44]([OH:50])=[O:45].[NH2:8][C:9]1[CH:14]=[C:13]([CH2:15][C@H:16]2[C:19](=[O:20])[N:18]([C:21](=[O:31])[NH:22][C@@H:23]([CH:25]3[CH2:26][CH2:27][CH2:28][CH2:29][CH2:30]3)[CH3:24])[C@@H:17]2[C:32]([OH:34])=[O:33])[CH:12]=[CH:11][N:10]=1. The catalyst class is: 2. (3) Reactant: [NH:1]1[CH:6]=[CH:5][C:4](=[O:7])[NH:3][C:2]1=[O:8].[OH-:9].[K+].[CH2:11]=O. Product: [OH:9][CH2:11][C:5]1[C:4](=[O:7])[NH:3][C:2](=[O:8])[NH:1][CH:6]=1. The catalyst class is: 283. (4) Reactant: [CH3:1][O:2][C:3](=[O:12])[C:4]1[CH:9]=[C:8]([Br:10])[CH:7]=[CH:6][C:5]=1[CH3:11].[Br:13]N1C(=O)CCC1=O.C(OOC(=O)C1C=CC=CC=1)(=O)C1C=CC=CC=1. Product: [CH3:1][O:2][C:3](=[O:12])[C:4]1[CH:9]=[C:8]([Br:10])[CH:7]=[CH:6][C:5]=1[CH2:11][Br:13]. The catalyst class is: 53.